Dataset: NCI-60 drug combinations with 297,098 pairs across 59 cell lines. Task: Regression. Given two drug SMILES strings and cell line genomic features, predict the synergy score measuring deviation from expected non-interaction effect. (1) Drug 1: CC1=C2C(C(=O)C3(C(CC4C(C3C(C(C2(C)C)(CC1OC(=O)C(C(C5=CC=CC=C5)NC(=O)OC(C)(C)C)O)O)OC(=O)C6=CC=CC=C6)(CO4)OC(=O)C)OC)C)OC. Drug 2: C1CN1P(=S)(N2CC2)N3CC3. Cell line: K-562. Synergy scores: CSS=32.4, Synergy_ZIP=-5.56, Synergy_Bliss=-12.4, Synergy_Loewe=-26.9, Synergy_HSA=-10.1. (2) Drug 1: CCC(=C(C1=CC=CC=C1)C2=CC=C(C=C2)OCCN(C)C)C3=CC=CC=C3.C(C(=O)O)C(CC(=O)O)(C(=O)O)O. Drug 2: C1=NC2=C(N1)C(=S)N=CN2. Cell line: M14. Synergy scores: CSS=32.0, Synergy_ZIP=-0.316, Synergy_Bliss=0.625, Synergy_Loewe=-23.0, Synergy_HSA=-0.185. (3) Drug 1: COC1=C(C=C2C(=C1)N=CN=C2NC3=CC(=C(C=C3)F)Cl)OCCCN4CCOCC4. Drug 2: C1CCC(C(C1)N)N.C(=O)(C(=O)[O-])[O-].[Pt+4]. Cell line: OVCAR-5. Synergy scores: CSS=52.1, Synergy_ZIP=-2.45, Synergy_Bliss=-0.209, Synergy_Loewe=0.336, Synergy_HSA=2.78. (4) Drug 1: CC1CCCC2(C(O2)CC(NC(=O)CC(C(C(=O)C(C1O)C)(C)C)O)C(=CC3=CSC(=N3)C)C)C. Drug 2: COCCOC1=C(C=C2C(=C1)C(=NC=N2)NC3=CC=CC(=C3)C#C)OCCOC.Cl. Cell line: HCT-15. Synergy scores: CSS=58.9, Synergy_ZIP=23.4, Synergy_Bliss=32.5, Synergy_Loewe=0.789, Synergy_HSA=17.9. (5) Synergy scores: CSS=13.3, Synergy_ZIP=-4.25, Synergy_Bliss=3.21, Synergy_Loewe=-2.55, Synergy_HSA=2.62. Cell line: TK-10. Drug 1: CC(CN1CC(=O)NC(=O)C1)N2CC(=O)NC(=O)C2. Drug 2: CN1C2=C(C=C(C=C2)N(CCCl)CCCl)N=C1CCCC(=O)O.Cl. (6) Drug 1: COC1=CC(=CC(=C1O)OC)C2C3C(COC3=O)C(C4=CC5=C(C=C24)OCO5)OC6C(C(C7C(O6)COC(O7)C8=CC=CS8)O)O. Drug 2: CC1C(C(=O)NC(C(=O)N2CCCC2C(=O)N(CC(=O)N(C(C(=O)O1)C(C)C)C)C)C(C)C)NC(=O)C3=C4C(=C(C=C3)C)OC5=C(C(=O)C(=C(C5=N4)C(=O)NC6C(OC(=O)C(N(C(=O)CN(C(=O)C7CCCN7C(=O)C(NC6=O)C(C)C)C)C)C(C)C)C)N)C. Cell line: 786-0. Synergy scores: CSS=25.1, Synergy_ZIP=1.58, Synergy_Bliss=1.55, Synergy_Loewe=1.60, Synergy_HSA=1.78.